Dataset: Catalyst prediction with 721,799 reactions and 888 catalyst types from USPTO. Task: Predict which catalyst facilitates the given reaction. (1) Reactant: [C:1]1([C:7]([C:9]2[N:10]=[C:11]3[CH:16]=[CH:15][C:14]([CH:17]=[CH2:18])=[CH:13][N:12]3[CH:19]=2)=[O:8])[CH:6]=[CH:5][CH:4]=[CH:3][CH:2]=1.[H][H]. Product: [CH2:17]([C:14]1[CH:15]=[CH:16][C:11]2[N:12]([CH:19]=[C:9]([C:7]([C:1]3[CH:6]=[CH:5][CH:4]=[CH:3][CH:2]=3)=[O:8])[N:10]=2)[CH:13]=1)[CH3:18]. The catalyst class is: 19. (2) Reactant: C([Li])CCC.C(NC(C)C)(C)C.[Cl:13][C:14]1[CH:19]=[C:18]([Cl:20])[N:17]=[C:16]([S:21][CH3:22])[N:15]=1.[C:23](=[O:25])=[O:24].Cl. Product: [Cl:13][C:14]1[C:19]([C:23]([OH:25])=[O:24])=[C:18]([Cl:20])[N:17]=[C:16]([S:21][CH3:22])[N:15]=1. The catalyst class is: 56. (3) Reactant: Br.[NH2:2][C:3]1[C:4]([OH:17])=[C:5]([C:9]2[O:13][C:12]([C:14]([OH:16])=[O:15])=[CH:11][CH:10]=2)[CH:6]=[CH:7][CH:8]=1.[N:18]([O-])=O.[Na+].[CH3:22][C:23]1([CH3:39])[CH2:31][C:30]2[C:25](=[CH:26][CH:27]=[C:28]([N:32]3[C:36](=[O:37])[CH2:35][C:34]([CH3:38])=[N:33]3)[CH:29]=2)[CH2:24]1.C(=O)(O)[O-].[Na+]. Product: [CH3:22][C:23]1([CH3:39])[CH2:31][C:30]2[C:25](=[CH:26][CH:27]=[C:28]([N:32]3[C:36](=[O:37])[C:35](=[N:18][NH:2][C:3]4[C:4]([OH:17])=[C:5]([C:9]5[O:13][C:12]([C:14]([OH:16])=[O:15])=[CH:11][CH:10]=5)[CH:6]=[CH:7][CH:8]=4)[C:34]([CH3:38])=[N:33]3)[CH:29]=2)[CH2:24]1. The catalyst class is: 502.